This data is from Forward reaction prediction with 1.9M reactions from USPTO patents (1976-2016). The task is: Predict the product of the given reaction. (1) The product is: [NH2:1][C:2]1[CH:3]=[C:4]([C:5]([OH:7])=[O:6])[CH:8]=[CH:9][C:10]=1[C:17]1[CH:16]=[CH:15][CH:14]=[C:13]([NH2:12])[CH:18]=1. Given the reactants [NH2:1][C:2]1[CH:3]=[C:4]([CH:8]=[CH:9][C:10]=1Cl)[C:5]([OH:7])=[O:6].[NH2:12][C:13]1[CH:14]=[C:15](B(O)O)[CH:16]=[CH:17][CH:18]=1.C([O-])([O-])=O.[K+].[K+], predict the reaction product. (2) Given the reactants [C:1]1([NH:5][C:6](=[O:17])[C:7]2[CH:12]=[CH:11][CH:10]=[CH:9][C:8]=2[C:13]([F:16])([F:15])[F:14])[CH2:4][CH2:3][CH:2]=1.C([O-])([O-])=O.[Na+].[Na+].CCN(C(C)C)C(C)C.[Br:33]N1C(=O)CCC1=O, predict the reaction product. The product is: [Br:33][C:2]1[CH2:3][CH2:4][C:1]=1[NH:5][C:6](=[O:17])[C:7]1[CH:12]=[CH:11][CH:10]=[CH:9][C:8]=1[C:13]([F:15])([F:16])[F:14]. (3) Given the reactants [Cl:1][C:2]1[CH:7]=[CH:6][C:5]([S:8]([CH2:11][C:12]2[CH:17]=[CH:16][N:15]=[CH:14][CH:13]=2)(=[O:10])=[O:9])=[CH:4][CH:3]=1.[O:18]1[CH2:23][CH2:22][CH:21](O)[CH2:20][CH2:19]1.C(C=P(CCCC)(CCCC)CCCC)#N, predict the reaction product. The product is: [Cl:1][C:2]1[CH:3]=[CH:4][C:5]([S:8]([CH:11]([CH:21]2[CH2:22][CH2:23][O:18][CH2:19][CH2:20]2)[C:12]2[CH:13]=[CH:14][N:15]=[CH:16][CH:17]=2)(=[O:9])=[O:10])=[CH:6][CH:7]=1. (4) Given the reactants [CH3:1][C:2]1([CH3:11])[O:6][C@@H:5]([CH2:7][C:8]([NH2:10])=O)[CH2:4][O:3]1.[H-].[Al+3].[Li+].[H-].[H-].[H-], predict the reaction product. The product is: [CH3:1][C:2]1([CH3:11])[O:6][C@@H:5]([CH2:7][CH2:8][NH2:10])[CH2:4][O:3]1.